The task is: Binary Classification. Given a T-cell receptor sequence (or CDR3 region) and an epitope sequence, predict whether binding occurs between them.. This data is from TCR-epitope binding with 47,182 pairs between 192 epitopes and 23,139 TCRs. (1) The epitope is RTLNAWVKV. The TCR CDR3 sequence is CSATYRDGYTF. Result: 0 (the TCR does not bind to the epitope). (2) The TCR CDR3 sequence is CASSGQAGNTEAFF. The epitope is GTHWFVTQR. Result: 1 (the TCR binds to the epitope). (3) The epitope is KLGGALQAK. The TCR CDR3 sequence is CASSLASSYWAEQETQYF. Result: 1 (the TCR binds to the epitope). (4) The epitope is GTSGSPIINR. The TCR CDR3 sequence is CASSPILGGDSPLHF. Result: 0 (the TCR does not bind to the epitope). (5) The epitope is GMFNMLSTVLGVS. The TCR CDR3 sequence is CASSRTLAGAVYGTDTQYF. Result: 0 (the TCR does not bind to the epitope).